Dataset: Catalyst prediction with 721,799 reactions and 888 catalyst types from USPTO. Task: Predict which catalyst facilitates the given reaction. (1) Reactant: [CH3:1][N:2]1[CH2:7][CH2:6][N:5]([CH2:8][C:9]2[CH:16]=[CH:15][C:12](C#N)=[CH:11][CH:10]=2)[CH2:4][CH2:3]1.C[Mg]Br.CC[O:22][CH2:23][CH3:24].Cl. Product: [CH3:1][N:2]1[CH2:7][CH2:6][N:5]([CH2:8][C:9]2[CH:16]=[CH:15][C:12]([C:23](=[O:22])[CH3:24])=[CH:11][CH:10]=2)[CH2:4][CH2:3]1. The catalyst class is: 11. (2) Reactant: [CH3:1][O:2][C:3]1[CH:4]=[C:5]([C:12]([CH3:21])([CH3:20])[CH2:13][N:14]2[CH2:19][CH2:18][O:17][CH2:16][CH2:15]2)[CH:6]=[CH:7][C:8]=1[N+:9]([O-])=O. Product: [CH3:21][C:12]([C:5]1[CH:6]=[CH:7][C:8]([NH2:9])=[C:3]([O:2][CH3:1])[CH:4]=1)([CH3:20])[CH2:13][N:14]1[CH2:19][CH2:18][O:17][CH2:16][CH2:15]1. The catalyst class is: 45. (3) Reactant: Cl.C([O:6][C:7]([C:9]1[CH:10]=[C:11]([C:27]([NH:29][CH2:30][C:31]2[CH:36]=[CH:35][C:34]([S:37]([CH3:40])(=[O:39])=[O:38])=[CH:33][CH:32]=2)=[O:28])[C:12](=[O:26])[N:13]([C:16]2[CH:21]=[CH:20][CH:19]=[C:18]([C:22]([F:25])([F:24])[F:23])[CH:17]=2)[C:14]=1[CH3:15])=[CH2:8])CCC.C(=O)([O-])O.[Na+]. Product: [C:7]([C:9]1[CH:10]=[C:11]([C:27]([NH:29][CH2:30][C:31]2[CH:36]=[CH:35][C:34]([S:37]([CH3:40])(=[O:39])=[O:38])=[CH:33][CH:32]=2)=[O:28])[C:12](=[O:26])[N:13]([C:16]2[CH:21]=[CH:20][CH:19]=[C:18]([C:22]([F:25])([F:24])[F:23])[CH:17]=2)[C:14]=1[CH3:15])(=[O:6])[CH3:8]. The catalyst class is: 3. (4) Reactant: [OH:1][CH2:2][CH:3]([C:10]1[CH:11]=[C:12]2[C:16](=[CH:17][CH:18]=1)[NH:15][C:14]([C:19]#[N:20])=[CH:13]2)[C:4]1[CH:9]=[CH:8][CH:7]=[CH:6][CH:5]=1.[CH3:21][S:22](Cl)(=[O:24])=[O:23].C(N(CC)CC)C. Product: [C:19]([C:14]1[NH:15][C:16]2[C:12]([CH:13]=1)=[CH:11][C:10]([CH:3]([C:4]1[CH:5]=[CH:6][CH:7]=[CH:8][CH:9]=1)[CH2:2][O:1][S:22]([CH3:21])(=[O:24])=[O:23])=[CH:18][CH:17]=2)#[N:20]. The catalyst class is: 7.